This data is from Catalyst prediction with 721,799 reactions and 888 catalyst types from USPTO. The task is: Predict which catalyst facilitates the given reaction. Reactant: Cl.[Br:2][C:3]1[CH:12]=[CH:11][CH:10]=[C:9]2[C:4]=1[CH2:5][CH2:6][NH:7][CH2:8]2.Cl[CH2:14][C:15](=[O:17])[CH3:16].C(=O)([O-])[O-].[K+].[K+].O. Product: [Br:2][C:3]1[CH:12]=[CH:11][CH:10]=[C:9]2[C:4]=1[CH2:5][CH2:6][N:7]([CH2:14][C:15](=[O:17])[CH3:16])[CH2:8]2. The catalyst class is: 42.